Dataset: Forward reaction prediction with 1.9M reactions from USPTO patents (1976-2016). Task: Predict the product of the given reaction. Given the reactants B.O1CCCC1.[C:7]([O:11][C:12]([N:14]1[CH2:19][CH2:18][CH:17]([C:20](O)=[O:21])[CH2:16][CH2:15]1)=[O:13])([CH3:10])([CH3:9])[CH3:8].C(=O)([O-])O.[Na+].O, predict the reaction product. The product is: [OH:21][CH2:20][CH:17]1[CH2:18][CH2:19][N:14]([C:12]([O:11][C:7]([CH3:10])([CH3:9])[CH3:8])=[O:13])[CH2:15][CH2:16]1.